Dataset: Reaction yield outcomes from USPTO patents with 853,638 reactions. Task: Predict the reaction yield, written as a fraction of the theoretical maximum amount of product (1.0 means a 100% yield; for example, 0.34 means a 34% yield). (1) The reactants are C([S:8]([C:10]1[CH:15]=[CH:14][CH:13]=[CH:12][C:11]=1[S:16]([N:19]1[CH2:24][CH2:23][O:22][CH2:21][CH2:20]1)(=[O:18])=[O:17])=O)C1C=CC=CC=1.Cl. The catalyst is CO. The product is [O:22]1[CH2:23][CH2:24][N:19]([S:16]([C:11]2[CH:12]=[CH:13][CH:14]=[CH:15][C:10]=2[S:8][S:8][C:10]2[CH:15]=[CH:14][CH:13]=[CH:12][C:11]=2[S:16]([N:19]2[CH2:20][CH2:21][O:22][CH2:23][CH2:24]2)(=[O:17])=[O:18])(=[O:18])=[O:17])[CH2:20][CH2:21]1. The yield is 0.230. (2) The reactants are [NH2:1][C:2]1[CH:29]=[CH:28][C:5]([O:6][C:7]2[CH:8]=[CH:9][C:10]([F:27])=[C:11]([NH:13][C:14](=[O:26])[CH2:15][C:16]3[CH:21]=[CH:20][CH:19]=[C:18]([C:22]([F:25])([F:24])[F:23])[CH:17]=3)[CH:12]=2)=[C:4]([C:30]#[N:31])[CH:3]=1.[S-:32][C:33]#[N:34].[K+].BrBr. The catalyst is C(O)(=O)C. The product is [NH2:34][C:33]1[S:32][C:3]2[C:4]([C:30]#[N:31])=[C:5]([O:6][C:7]3[CH:8]=[CH:9][C:10]([F:27])=[C:11]([NH:13][C:14](=[O:26])[CH2:15][C:16]4[CH:21]=[CH:20][CH:19]=[C:18]([C:22]([F:23])([F:24])[F:25])[CH:17]=4)[CH:12]=3)[CH:28]=[CH:29][C:2]=2[N:1]=1. The yield is 0.870. (3) The reactants are Cl[C:2]1[C:3]([N+:14]([O-:16])=[O:15])=[CH:4][C:5]([N+:11]([O-:13])=[O:12])=[C:6]([CH:10]=1)[C:7]([NH2:9])=[O:8].[N:17]1([CH2:20][CH2:21][OH:22])[CH2:19][CH2:18]1.[Li+].[Cl-:24]. The catalyst is CN(C=O)C.[Cl-].[Na+].O. The product is [Cl:24][CH2:19][CH2:18][N:17]([CH2:20][CH2:21][OH:22])[C:2]1[C:3]([N+:14]([O-:16])=[O:15])=[CH:4][C:5]([N+:11]([O-:13])=[O:12])=[C:6]([CH:10]=1)[C:7]([NH2:9])=[O:8]. The yield is 0.430. (4) The reactants are [C:1]([O:4][C:5](=[O:7])[CH3:6])(=O)[CH3:2].N1C=CC=CC=1.[Cl:14][C:15]1[C:20]([F:21])=[CH:19][CH:18]=[C:17]([Cl:22])[C:16]=1C(O)C. The catalyst is C(Cl)Cl. The product is [C:5]([O:4][CH:1]([C:16]1[C:17]([Cl:22])=[CH:18][CH:19]=[C:20]([F:21])[C:15]=1[Cl:14])[CH3:2])(=[O:7])[CH3:6]. The yield is 0.856.